This data is from Reaction yield outcomes from USPTO patents with 853,638 reactions. The task is: Predict the reaction yield, written as a fraction of the theoretical maximum amount of product (1.0 means a 100% yield; for example, 0.34 means a 34% yield). (1) The reactants are ClCCl.O[CH:5]([C:18]1[CH:26]=[C:25]2[C:21]([CH:22]=[CH:23][N:24]2[CH:27]([CH3:29])[CH3:28])=[CH:20][CH:19]=1)[C@@H:6]1[CH2:10][CH2:9][CH2:8][N:7]1[C:11](OC(C)(C)C)=O.CS(Cl)(=O)=O. The catalyst is CCN(CC)CC. The product is [CH:27]([N:24]1[C:25]2[C:21](=[CH:20][CH:19]=[C:18]([CH2:5][C@@H:6]3[CH2:10][CH2:9][CH2:8][N:7]3[CH3:11])[CH:26]=2)[CH:22]=[CH:23]1)([CH3:28])[CH3:29]. The yield is 0.890. (2) The reactants are F.F.F.C(N(CC)CC)C.C(N(CC)CC)C.[Si]([O:35][CH2:36][C@H:37]1[O:41][C@@H:40]([N:42]2[CH:49]=[C:48]([CH3:50])[C:46](=[O:47])[NH:45][C:43]2=[O:44])[C@H:39]([O:51][CH2:52][CH2:53][O:54][N:55]([CH3:57])[CH3:56])[C@@H:38]1[OH:58])(C(C)(C)C)(C1C=CC=CC=1)C1C=CC=CC=1.CO. The catalyst is C1COCC1.C(Cl)Cl. The product is [CH3:56][N:55]([CH3:57])[O:54][CH2:53][CH2:52][O:51][C@@H:39]1[C@H:38]([OH:58])[C@@H:37]([CH2:36][OH:35])[O:41][C@H:40]1[N:42]1[CH:49]=[C:48]([CH3:50])[C:46](=[O:47])[NH:45][C:43]1=[O:44]. The yield is 0.925. (3) The reactants are [CH:1]([N:4]1[C:8](=[O:9])[C:7]2=[CH:10][C:11]([N+:14]([O-])=O)=[CH:12][CH:13]=[C:6]2[C:5]1=[O:17])([CH3:3])[CH3:2]. The catalyst is C1COCC1.CN(C=O)C.[Pd]. The product is [CH:1]([N:4]1[C:8](=[O:9])[C:7]2=[CH:10][C:11]([NH2:14])=[CH:12][CH:13]=[C:6]2[C:5]1=[O:17])([CH3:3])[CH3:2]. The yield is 1.00. (4) The reactants are [NH2:1][C:2]1[N:18]=[C:5]2[CH:6]=[CH:7][CH:8]=[C:9]([C:10]([CH:12]3[CH2:17][CH2:16][O:15][CH2:14][CH2:13]3)=O)[N:4]2[N:3]=1.O.NN.[OH-].[K+].Cl. The catalyst is C(O)CO.O. The product is [O:15]1[CH2:16][CH2:17][CH:12]([CH2:10][C:9]2[N:4]3[N:3]=[C:2]([NH2:1])[N:18]=[C:5]3[CH:6]=[CH:7][CH:8]=2)[CH2:13][CH2:14]1. The yield is 0.930. (5) The reactants are [C:1]([O:5][C:6](=[O:19])[NH:7][C@@H:8]1[CH2:13][CH2:12][C@@H:11]([C:14](=O)[CH:15]=[N+]=[N-])[O:10][CH2:9]1)([CH3:4])([CH3:3])[CH3:2].[C:20](OCC)(=[O:22])C.[O:26]1CCCC1. The catalyst is C(N(CC)CC)C.CO.FC(F)(F)C([O-])=O.[Ag+]. The product is [CH3:20][O:22][C:15](=[O:26])[CH2:14][C@@H:11]1[CH2:12][CH2:13][C@@H:8]([NH:7][C:6]([O:5][C:1]([CH3:2])([CH3:3])[CH3:4])=[O:19])[CH2:9][O:10]1. The yield is 0.520. (6) The reactants are [F:1][C:2]1[CH:10]=[CH:9][C:8]([CH2:11][C:12]2[C:21]3[C:16](=[CH:17][CH:18]=[CH:19][CH:20]=3)[C:15](=[O:22])[NH:14][N:13]=2)=[CH:7][C:3]=1[C:4]([OH:6])=O.F[P-](F)(F)(F)(F)F.N1(OC(N(C)C)=[N+](C)C)C2C=CC=CC=2N=N1.[F:47][CH:48]([F:58])[C:49]1[N:53]2[CH2:54][CH2:55][NH:56][CH2:57][C:52]2=[N:51][N:50]=1.C(N(CC)C(C)C)(C)C. The catalyst is CN(C)C=O. The product is [F:58][CH:48]([F:47])[C:49]1[N:53]2[CH2:54][CH2:55][N:56]([C:4]([C:3]3[CH:7]=[C:8]([CH2:11][C:12]4[C:21]5[C:16](=[CH:17][CH:18]=[CH:19][CH:20]=5)[C:15](=[O:22])[NH:14][N:13]=4)[CH:9]=[CH:10][C:2]=3[F:1])=[O:6])[CH2:57][C:52]2=[N:51][N:50]=1. The yield is 0.200. (7) The product is [O:1]1[C:6]2[CH:7]=[CH:8][C:9]([OH:21])=[CH:10][C:5]=2[O:4][CH2:3][CH2:2]1. The reactants are [O:1]1[C:6]2[CH:7]=[CH:8][C:9](C=O)=[CH:10][C:5]=2[O:4][CH2:3][CH2:2]1.C1C=C(Cl)C=C(C(OO)=[O:21])C=1.C([O-])(O)=O.[Na+]. The catalyst is C(Cl)Cl. The yield is 0.940. (8) The reactants are Cl[C:2]1[C:7]([N:8]2[CH2:13][CH2:12][NH:11][CH2:10][CH2:9]2)=[N:6][CH:5]=[CH:4][N:3]=1.[CH3:14][O:15][C:16]1[CH:23]=[CH:22][C:19]([CH2:20][OH:21])=[CH:18][CH:17]=1. No catalyst specified. The product is [CH3:14][O:15][C:16]1[CH:23]=[CH:22][C:19]([CH2:20][O:21][C:2]2[C:7]([N:8]3[CH2:13][CH2:12][NH:11][CH2:10][CH2:9]3)=[N:6][CH:5]=[CH:4][N:3]=2)=[CH:18][CH:17]=1. The yield is 0.720.